This data is from Peptide-MHC class II binding affinity with 134,281 pairs from IEDB. The task is: Regression. Given a peptide amino acid sequence and an MHC pseudo amino acid sequence, predict their binding affinity value. This is MHC class II binding data. (1) The peptide sequence is RSIQDNQVAYLIIGIK. The MHC is HLA-DQA10201-DQB10402 with pseudo-sequence HLA-DQA10201-DQB10402. The binding affinity (normalized) is 0.376. (2) The peptide sequence is KSAFQSSVASGFIGF. The MHC is DRB1_0404 with pseudo-sequence DRB1_0404. The binding affinity (normalized) is 0.537. (3) The peptide sequence is EKKYFAATQFEPFAA. The MHC is HLA-DQA10301-DQB10302 with pseudo-sequence HLA-DQA10301-DQB10302. The binding affinity (normalized) is 0.528.